This data is from B-cell epitopes from PDB crystal structures with 447 antigens. The task is: Token-level Classification. Given an antigen amino acid sequence, predict which amino acid positions are active epitope sites capable of antibody binding. Output is a list of indices for active positions. (1) Given the antigen sequence: MELKNKKLSLWEAVSMAVGVMIGASIFSIFGVGAKIAGRNLPETFILSGIYALLVAYSYTKLGAKIVSNAGPIAFIHKAIGDNIITGALSILLWMSYVISIALFAKGFAGYFLPLIAPINTFNIAITEIGIVAFFTALNFFGSKAVGRAEFFIVLVKLLILGLFIFAGLITIHPSYVIPDLAPSAVSGMIFASAIFFLSYMGFGVITNASEHIENPKKNVPRAIFISILIVMFVYVGVAISAIGNLPIDELIKASENALAVAAKPFLGNLGFLLISIGALFSISSAMNATIYGGANVAYSLAKDGELPEFFERKVWFKSTEGLYITSALGVLFALLFNMEGVASITSAVFMVIYLFVILSHYILIDEVGGRKEIVIFSFIVVLGVFLLLLYYQWITNRFVFYGIIATFIGVLIFEIIYRKVTKRTFSNNMYVKSLES, which amino acid positions are active epitope sites? The epitope positions are: [0, 2, 3, 305, 307, 308, 309, 310, 311, 314, 316, 317, 428, 433, 434, 435]. The amino acids at these positions are: MLKEPEFFEVFKNSLE. (2) Given the antigen sequence: EEKKVCQGTSNKLTQLGTFEDHFLSLQRMFNNCEVVLGNLEITYVQRNYDLSFLKTIQEVAGYVLIALNTVERIPLENLQIIRGNMYYENSYALAVLSNYDANKTGLKELPMRNLQEILHGAVRFSNNPALCNVESIQWRDIVSSDFLSNMSMDFQNHLGSCQKCDPSCPNGSCWGAGEENCQKLTKIICAQQCSGRCRGKSPSDCCHNQCAAGCTGPRESDCLVCRKFRDEATCKDTCPPLMLYNPTTYQMDVNPEGKYSFGATCVKKCPRNYVVTDHGSCVRACGADSYEMEEDGVRKCKKCEGPCRKVCNGIGIGEFKDSLSINATNIKHFKNCTSISGDLHILPVAFRGDSFTHTPPLDPQELDILKTVKEITGFLLIQAWPENRTDLHAFENLEIIRGRTKQHGQFSLAVVSLNITSLGLRSLKEISDGDVIISGNKNLCYANTINWKKLFGTSGQKTKIISNRGENKCKATGQVCHALCSPEGCWGPEPRDCVS..., which amino acid positions are active epitope sites? The epitope positions are: [347, 351, 380, 382, 406, 407, 409, 410, 415, 416, 436, 438, 439, 441, 463, 465, 466, 467, 469, 471]. The amino acids at these positions are: PRLQQHQFVSISGKKISNGN. (3) Given the antigen sequence: CPFGEVFNATKFPSVYAWERKKISNCVADYSVLYNSTFFSTFKCYGVSATKLNDLCFSNVYADSFVVKGDDVRQIAPGQTGVIADYNYKLPDDFMGCVLAWNTRNIDATSTGNYNYKYRYLRHGKLRPFERDISNVPFSPDGKPCTPPALNCYWPLNDYGFYTTTGIGYQPYRVVVLSF, which amino acid positions are active epitope sites? The epitope positions are: [36, 39, 43, 45, 68, 69, 70, 71, 72, 75, 101, 103, 104, 106, 116, 162, 163, 164, 165, 166... (26 total positions)]. The amino acids at these positions are: TSCGGDDVRANRNDKTTTGIGYQYRV. (4) The epitope positions are: [141, 387]. The amino acids at these positions are: KK. Given the antigen sequence: NICTTRGVSSCQQCLAVSPMCAWCSDEALPLGSPRCDLKENLLKDNCAPESIEFPVSEARVLEDRPLSDKGSGDSSQVTQVSPQRIALRLRPDDSKNFSIQVRQVEDYPVDIYYLMDLSYSMKDDLWSIQNLGTKLATQMRKLTSNLRIGFGAFVDKPVSPYMYISPPEALENPCYDMKTTCLPMFGYKHVLTLTDQVTRFNEEVKKQSVSRNRDAPEGGFDAIMQATVCDEKIGWRNDASHLLVFTTDAKTHIALDGRLAGIVQPNDGQCHVGSDNHYSASTTMDYPSLGLMTEKLSQKNINLIFAVTENVVNLYQNYSELIPGTTVGVLSMDSSNVLQLIVDAYGKIRSKVELEVRDLPEELSLSFNATCLNNEVIPGLKSCMGLKIGDTVSFSIEAKVRGCPQEKEKSFTIKPVGFKDSLIVQVTFDCDCACQAQAEPNSHRCNNGNGTFECGVCRCGPGWLGSQC, which amino acid positions are active epitope sites? (5) Given the antigen sequence: TTECDSKIIGTAVKNNLAIHSDLSYWIESRLNDTWKLERAVLGEVKSCTWPETHTLWGDGILESDLIIPVTLAGPRSNHNRRPGYKTQNQGPWDEGRVEIDFDYCPGTTVTLSESCGHRGPATRTTTESGKLITDWCCRSCTLPPLRYQTDSGCWYGMEIRPQRHDEKTLVQSQVNA, which amino acid positions are active epitope sites? The epitope positions are: [56, 59, 60, 61, 63, 64, 77, 80, 81, 82, 84, 85, 86, 88, 89, 113, 117, 118, 138, 139... (21 total positions)]. The amino acids at these positions are: WGILSDNRRPYKTNQEHRRSN. (6) Given the antigen sequence: TVEPNLHSLITSTTHKWIFVGGKGGVGKTTSSCSIAIQMALSQPNKQFLLISTNPAHNLSDAFGEKFGKDARKVTGMNNLSCMEIDPSAALKDMNDMGALADLTGSIPGIDEALSFMEVMKHIKRQEQGETFDTVIFDTAPTGHTLRFLQLPNTLSKLLEKFGEITNKLGISGKLNELKANVETIRQQFTDPDLTTFVCVCISEFLSLYETERLIQELISYDMDVNSIIVNQLLFAENDQEHNCKRCQARWKMQKKYLDQIDELYEDFHVVKMPLCAGEIRGLNNLTKFSQFLNKEYNPITDGKVIYELED, which amino acid positions are active epitope sites? The epitope positions are: [59, 60, 63, 64, 65, 71, 204, 207, 208, 211, 212, 214, 215, 218, 259, 260, 262, 263, 264, 265... (23 total positions)]. The amino acids at these positions are: SDGEKRFLYERIQIQIELYEDFR.